This data is from Peptide-MHC class I binding affinity with 185,985 pairs from IEDB/IMGT. The task is: Regression. Given a peptide amino acid sequence and an MHC pseudo amino acid sequence, predict their binding affinity value. This is MHC class I binding data. The peptide sequence is ARIDARIDF. The MHC is HLA-B08:03 with pseudo-sequence HLA-B08:03. The binding affinity (normalized) is 0.0847.